From a dataset of Catalyst prediction with 721,799 reactions and 888 catalyst types from USPTO. Predict which catalyst facilitates the given reaction. Reactant: [Si:1]([O:18][CH2:19][CH2:20][CH2:21][C@H:22]([OH:29])[CH2:23][C:24](=[CH2:28])[C:25](=[O:27])[CH3:26])([C:14]([CH3:17])([CH3:16])[CH3:15])([C:8]1[CH:13]=[CH:12][CH:11]=[CH:10][CH:9]=1)[C:2]1[CH:7]=[CH:6][CH:5]=[CH:4][CH:3]=1.[CH3:30][C:31]([Si:34](Cl)([CH3:36])[CH3:35])([CH3:33])[CH3:32].N1C=CN=C1. Product: [Si:34]([O:29][C@@H:22]([CH2:21][CH2:20][CH2:19][O:18][Si:1]([C:14]([CH3:17])([CH3:16])[CH3:15])([C:8]1[CH:13]=[CH:12][CH:11]=[CH:10][CH:9]=1)[C:2]1[CH:3]=[CH:4][CH:5]=[CH:6][CH:7]=1)[CH2:23][C:24](=[CH2:28])[C:25](=[O:27])[CH3:26])([C:31]([CH3:33])([CH3:32])[CH3:30])([CH3:36])[CH3:35]. The catalyst class is: 3.